From a dataset of Full USPTO retrosynthesis dataset with 1.9M reactions from patents (1976-2016). Predict the reactants needed to synthesize the given product. (1) The reactants are: C[O:2][C:3](=O)[C@@H:4]([O:14][C:15]1[CH:38]=[CH:37][C:18]2[C:19]3[N:23]([CH2:24][CH2:25][O:26][C:17]=2[CH:16]=1)[CH:22]=[C:21]([C:27]1[N:28]([CH2:32][C:33]([F:36])([F:35])[F:34])[N:29]=[CH:30][N:31]=1)[N:20]=3)[CH2:5][O:6][Si:7]([C:10]([CH3:13])([CH3:12])[CH3:11])([CH3:9])[CH3:8].[NH3:40]. Given the product [C:10]([Si:7]([CH3:9])([CH3:8])[O:6][CH2:5][C@H:4]([O:14][C:15]1[CH:38]=[CH:37][C:18]2[C:19]3[N:23]([CH2:24][CH2:25][O:26][C:17]=2[CH:16]=1)[CH:22]=[C:21]([C:27]1[N:28]([CH2:32][C:33]([F:34])([F:36])[F:35])[N:29]=[CH:30][N:31]=1)[N:20]=3)[C:3]([NH2:40])=[O:2])([CH3:11])([CH3:12])[CH3:13], predict the reactants needed to synthesize it. (2) Given the product [Br:10][C:11]1[CH:16]=[CH:15][CH:14]=[CH:13][C:12]=1[O:17][C:1]1[CH:6]=[CH:5][CH:4]=[CH:3][CH:2]=1, predict the reactants needed to synthesize it. The reactants are: [C:1]1(B(O)O)[CH:6]=[CH:5][CH:4]=[CH:3][CH:2]=1.[Br:10][C:11]1[CH:16]=[CH:15][CH:14]=[CH:13][C:12]=1[OH:17].N1C=CC=CC=1. (3) Given the product [CH3:1][O:2][C:3]1[CH:4]=[C:5]([CH:9]([C:14]2[NH:22][C:17]3=[N:18][CH:19]=[CH:20][CH:21]=[C:16]3[CH:15]=2)[CH2:10][CH:11]([CH3:13])[CH3:12])[CH:6]=[CH:7][CH:8]=1, predict the reactants needed to synthesize it. The reactants are: [CH3:1][O:2][C:3]1[CH:4]=[C:5]([C:9]([C:14]2[NH:22][C:17]3=[N:18][CH:19]=[CH:20][CH:21]=[C:16]3[CH:15]=2)=[CH:10][CH:11]([CH3:13])[CH3:12])[CH:6]=[CH:7][CH:8]=1.[H][H].